This data is from Reaction yield outcomes from USPTO patents with 853,638 reactions. The task is: Predict the reaction yield, written as a fraction of the theoretical maximum amount of product (1.0 means a 100% yield; for example, 0.34 means a 34% yield). (1) The reactants are C([N:3]([CH2:14][CH3:15])[C:4](=[O:13])[C:5]1[CH:10]=[CH:9][CH:8]=[C:7]([CH3:11])[C:6]=1[CH3:12])C.[Li]CCCC.[C:21]([O:25][C:26]([N:28]1[CH2:33][CH2:32][CH:31]([CH2:34][N:35]([C:37](=[O:46])[C:38]2[CH:43]=[CH:42]C(C#N)=[CH:40][CH:39]=2)[CH3:36])[CH2:30][CH2:29]1)=[O:27])([CH3:24])([CH3:23])[CH3:22]. The catalyst is C1COCC1. The product is [C:21]([O:25][C:26]([N:28]1[CH2:33][CH2:32][CH:31]([CH2:34][N:35]([CH3:36])[C:37](=[O:46])[C:38]2[CH:39]=[CH:40][C:15]([C:14]3[NH:3][C:4](=[O:13])[C:5]4[C:6]([CH:12]=3)=[C:7]([CH3:11])[CH:8]=[CH:9][CH:10]=4)=[CH:42][CH:43]=2)[CH2:30][CH2:29]1)=[O:27])([CH3:24])([CH3:23])[CH3:22]. The yield is 0.360. (2) The reactants are [CH2:1]([N:3]([CH:30]1[CH2:35][CH2:34][O:33][CH2:32][CH2:31]1)[C:4]1[CH:5]=[C:6]([C:15]#[C:16][CH:17]2[CH2:22][CH2:21][N:20]([C:23]([O:25][C:26]([CH3:29])([CH3:28])[CH3:27])=[O:24])[CH2:19][CH2:18]2)[CH:7]=[C:8]([C:11]([O:13]C)=[O:12])[C:9]=1[CH3:10])[CH3:2].[OH-].[Na+]. The catalyst is C(O)C.O. The product is [C:26]([O:25][C:23]([N:20]1[CH2:21][CH2:22][CH:17]([C:16]#[C:15][C:6]2[CH:5]=[C:4]([N:3]([CH2:1][CH3:2])[CH:30]3[CH2:35][CH2:34][O:33][CH2:32][CH2:31]3)[C:9]([CH3:10])=[C:8]([CH:7]=2)[C:11]([OH:13])=[O:12])[CH2:18][CH2:19]1)=[O:24])([CH3:28])([CH3:29])[CH3:27]. The yield is 0.990. (3) The reactants are Cl.[Cl:2][C:3]1[CH:4]=[C:5]2[C:11]([C:12]3[N:17]=[C:16]([NH:18][C@H:19]4[CH2:23][CH2:22][NH:21][CH2:20]4)[C:15]([F:24])=[CH:14][N:13]=3)=[CH:10][N:9](S(C3C=CC(C)=CC=3)(=O)=O)[C:6]2=[N:7][CH:8]=1.ClC1C=C2C(C3N=C(N[C@H]4CCNC4)C(F)=CN=3)=CN([S:58]([C:61]3C=CC(C)=CC=3)(=[O:60])=[O:59])C2=NC=1.CCN(C(C)C)C(C)C.CS(Cl)(=O)=O.N1CCOCC1. The catalyst is C1COCC1. The product is [Cl:2][C:3]1[CH:4]=[C:5]2[C:11]([C:12]3[N:17]=[C:16]([NH:18][C@H:19]4[CH2:23][CH2:22][N:21]([S:58]([CH3:61])(=[O:60])=[O:59])[CH2:20]4)[C:15]([F:24])=[CH:14][N:13]=3)=[CH:10][NH:9][C:6]2=[N:7][CH:8]=1. The yield is 0.370. (4) The reactants are [CH:1]1([C:4]2[N:8]([CH2:9][C:10]3[C:15]([F:16])=[CH:14][C:13]([O:17][CH2:18][CH3:19])=[CH:12][C:11]=3[F:20])[N:7]=[C:6]([C:21]3[N:26]=[C:25]([NH2:27])[CH:24]=[C:23]([NH2:28])[N:22]=3)[C:5]=2[CH3:29])[CH2:3][CH2:2]1.[N:30]([CH2:33][CH3:34])=[C:31]=[O:32]. The catalyst is CN(C=O)C.O. The product is [NH2:28][C:23]1[N:22]=[C:21]([C:6]2[C:5]([CH3:29])=[C:4]([CH:1]3[CH2:3][CH2:2]3)[N:8]([CH2:9][C:10]3[C:11]([F:20])=[CH:12][C:13]([O:17][CH2:18][CH3:19])=[CH:14][C:15]=3[F:16])[N:7]=2)[N:26]=[C:25]([NH:27][C:31]([NH:30][CH2:33][CH3:34])=[O:32])[CH:24]=1. The yield is 0.912. (5) The reactants are [O:1]1[CH2:6][CH2:5][N:4]([C:7]2[CH:12]=[CH:11][C:10]([CH:13]([N:15]3[CH2:20][CH2:19][C:18]([CH2:22][C:23](=[O:30])[C:24]4[CH:29]=[CH:28][CH:27]=[CH:26][CH:25]=4)(O)[CH2:17][CH2:16]3)[CH3:14])=[CH:9][CH:8]=2)[CH2:3][CH2:2]1.C(=O)=O.CC(C)=O.CCN(S(F)(F)[F:44])CC.[Cl:47]CCl. No catalyst specified. The product is [ClH:47].[O:1]1[CH2:6][CH2:5][N:4]([C:7]2[CH:12]=[CH:11][C:10]([CH:13]([N:15]3[CH2:20][CH2:19][C:18]([CH2:22][C:23](=[O:30])[C:24]4[CH:29]=[CH:28][CH:27]=[CH:26][CH:25]=4)([F:44])[CH2:17][CH2:16]3)[CH3:14])=[CH:9][CH:8]=2)[CH2:3][CH2:2]1. The yield is 0.405. (6) The reactants are [CH2:1]([N:3]([CH2:30][CH3:31])[C:4]([CH:6]1[C:18]2[C:17]3[C:12](=[CH:13][CH:14]=[CH:15][CH:16]=3)[N:11]([CH2:19][CH2:20][O:21]CC3C=CC=CC=3)[C:10]=2[CH2:9][CH:8]([CH3:29])[CH2:7]1)=[O:5])[CH3:2]. The catalyst is CO.[Pd]. The product is [CH2:30]([N:3]([CH2:1][CH3:2])[C:4]([CH:6]1[C:18]2[C:17]3[C:12](=[CH:13][CH:14]=[CH:15][CH:16]=3)[N:11]([CH2:19][CH2:20][OH:21])[C:10]=2[CH2:9][CH:8]([CH3:29])[CH2:7]1)=[O:5])[CH3:31]. The yield is 0.790. (7) The reactants are C(=O)([O-])O.[Na+].Cl.[NH2:7][CH2:8][CH2:9][CH2:10][CH:11]1[C:15](=[O:16])[N:14]([CH2:17][C:18]([O:20][CH3:21])=[O:19])[C:13](=[O:22])[NH:12]1.[C:23](Cl)(Cl)=[S:24]. The catalyst is ClCCl. The product is [N:7]([CH2:8][CH2:9][CH2:10][CH:11]1[C:15](=[O:16])[N:14]([CH2:17][C:18]([O:20][CH3:21])=[O:19])[C:13](=[O:22])[NH:12]1)=[C:23]=[S:24]. The yield is 0.750. (8) The reactants are [N+:1]([C:4]1[CH:5]=[CH:6][CH:7]=[C:8]2[C:12]=1[NH:11][CH:10]=[CH:9]2)([O-:3])=[O:2].C([O-])([O-])=O.[K+].[K+].Br[CH2:20][C:21]([O:23][CH3:24])=[O:22]. The catalyst is CC#N. The product is [N+:1]([C:4]1[CH:5]=[CH:6][CH:7]=[C:8]2[C:12]=1[N:11]([CH2:20][C:21]([O:23][CH3:24])=[O:22])[CH:10]=[CH:9]2)([O-:3])=[O:2]. The yield is 0.510. (9) The reactants are [CH3:1][O:2][C:3](=[O:25])[C:4]1[CH:9]=[CH:8][C:7]([C:10]2[CH:11]=[N:12][C:13]([NH2:24])=[C:14]([O:16]CC3C=CC=CC=3)[CH:15]=2)=[CH:6][CH:5]=1. The catalyst is CCO.O.[Pd]. The product is [CH3:1][O:2][C:3](=[O:25])[C:4]1[CH:5]=[CH:6][C:7]([C:10]2[CH:11]=[N:12][C:13]([NH2:24])=[C:14]([OH:16])[CH:15]=2)=[CH:8][CH:9]=1. The yield is 0.310.